Dataset: Experimentally validated miRNA-target interactions with 360,000+ pairs, plus equal number of negative samples. Task: Binary Classification. Given a miRNA mature sequence and a target amino acid sequence, predict their likelihood of interaction. (1) The miRNA is hsa-miR-3661 with sequence UGACCUGGGACUCGGACAGCUG. The protein sequence of the target gene is MEIPGSLCKKVKLSNNAQNWGMQRATNVTYQAHHVSRNKRGQVVGTRGGFRGCTVWLTGLSGAGKTTVSMALEEYLVCHGIPCYTLDGDNIRQGLNKNLGFSPEDREENVRRIAEVAKLFADAGLVCITSFISPYTQDRNNARQIHEGASLPFFEVFVDAPLHVCEQRDVKGLYKKARAGEIKGFTGIDSEYEKPEAPELVLKTDSCDVNDCVQQVVELLQERDIVPVDASYEVKELYVPENKLHLAKTDAETLPALKINKVDMQWVQVLAEGWATPLNGFMREREYLQCLHFDCLLDGG.... Result: 0 (no interaction). (2) The miRNA is hsa-miR-3121-5p with sequence UCCUUUGCCUAUUCUAUUUAAG. The protein sequence of the target gene is MRGPEPGPQPTMEGDVLDTLEALGYKGPLLEEQALTKAAEGGLSSPEFSELCIWLGSQIKSLCNLEESITSAGRDDLESFQLEISGFLKEMACPYSVLISGDIKDRLKKKEDCLKLLLFLSTELQASQILQNKKHKNSQLDKNSEVYQEVQAMFDTLGIPKSTTSDIPHMLNQVESKVKDILSKVQKNHVGKPLLKMDLNSEQAEQLERINDALSCEYECRRRMLMKRLDVTVQSFGWSDRAKVKTDDIARIYQPKRYALSPKTTITMAHLLAAREDLSKIIRTSSGTSREKTACAINKV.... Result: 0 (no interaction). (3) The miRNA is hsa-miR-1914-3p with sequence GGAGGGGUCCCGCACUGGGAGG. The protein sequence of the target gene is MMASYPEPEDAAGALLAPETGRTVKEPEGPPPSPGKGGGGGGGTAPEKPDPAQKPPYSYVALIAMAIRESAEKRLTLSGIYQYIIAKFPFYEKNKKGWQNSIRHNLSLNECFIKVPREGGGERKGNYWTLDPACEDMFEKGNYRRRRRMKRPFRPPPAHFQPGKGLFGAGGAAGGCGVAGAGADGYGYLAPPKYLQSGFLNNSWPLPQPPSPMPYASCQMAAAAAAAAAAAAAAGPGSPGAAAVVKGLAGPAASYGPYTRVQSMALPPGVVNSYNGLGGPPAAPPPPPHPHPHPHAHHLH.... Result: 0 (no interaction).